This data is from Full USPTO retrosynthesis dataset with 1.9M reactions from patents (1976-2016). The task is: Predict the reactants needed to synthesize the given product. (1) Given the product [C:1]([O:5][C:6]([N:8]1[CH2:12][C@H:11]([F:13])[CH2:10][C@H:9]1[C:14]([NH:18][CH2:19][C:20]1[CH:25]=[C:24]([C:26]2[CH:27]=[CH:28][C:29]([C:32]([F:34])([F:35])[F:33])=[CH:30][CH:31]=2)[N:23]=[CH:22][C:21]=1[C:36]([O:38][CH3:39])=[O:37])=[O:16])=[O:7])([CH3:2])([CH3:3])[CH3:4], predict the reactants needed to synthesize it. The reactants are: [C:1]([O:5][C:6]([N:8]1[CH2:12][C@H:11]([F:13])[CH2:10][C@H:9]1[C:14]([OH:16])=O)=[O:7])([CH3:4])([CH3:3])[CH3:2].Cl.[NH2:18][CH2:19][C:20]1[CH:25]=[C:24]([C:26]2[CH:31]=[CH:30][C:29]([C:32]([F:35])([F:34])[F:33])=[CH:28][CH:27]=2)[N:23]=[CH:22][C:21]=1[C:36]([O:38][CH3:39])=[O:37].CN(C(ON1N=NC2C=CC=NC1=2)=[N+](C)C)C.F[P-](F)(F)(F)(F)F.CCN(C(C)C)C(C)C. (2) Given the product [CH3:18][C:19]1[CH:20]=[CH:21][C:22]([NH:25][C:26](=[O:37])[C:27]2[CH:32]=[CH:31][CH:30]=[C:29]([C:33]([F:34])([F:35])[F:36])[CH:28]=2)=[CH:23][C:24]=1[C:2]1[N:3]=[C:4]([N:12]2[CH2:17][CH2:16][O:15][CH2:14][CH2:13]2)[C:5]2[N:10]([CH3:11])[N:9]=[CH:8][C:6]=2[N:7]=1, predict the reactants needed to synthesize it. The reactants are: Cl[C:2]1[N:3]=[C:4]([N:12]2[CH2:17][CH2:16][O:15][CH2:14][CH2:13]2)[C:5]2[N:10]([CH3:11])[N:9]=[CH:8][C:6]=2[N:7]=1.[CH3:18][C:19]1[CH:24]=[CH:23][C:22]([NH:25][C:26](=[O:37])[C:27]2[CH:32]=[CH:31][CH:30]=[C:29]([C:33]([F:36])([F:35])[F:34])[CH:28]=2)=[CH:21][C:20]=1B1OC(C)(C)C(C)(C)O1.C(=O)([O-])[O-].[Na+].[Na+].C(Cl)Cl. (3) Given the product [N:24]1([C:28]([C:30]2[N:31]=[CH:32][C:33]([O:1][C:2]3[CH:3]=[C:4]([CH:14]=[C:15]([O:17][CH:18]4[CH2:23][CH2:22][O:21][CH2:20][CH2:19]4)[CH:16]=3)[C:5]([NH:7][C:8]3[CH:12]=[CH:11][N:10]([CH3:13])[N:9]=3)=[O:6])=[N:34][CH:35]=2)=[O:29])[CH2:27][CH2:26][CH2:25]1, predict the reactants needed to synthesize it. The reactants are: [OH:1][C:2]1[CH:3]=[C:4]([CH:14]=[C:15]([O:17][CH:18]2[CH2:23][CH2:22][O:21][CH2:20][CH2:19]2)[CH:16]=1)[C:5]([NH:7][C:8]1[CH:12]=[CH:11][N:10]([CH3:13])[N:9]=1)=[O:6].[N:24]1([C:28]([C:30]2[CH:35]=[N:34][C:33](Cl)=[CH:32][N:31]=2)=[O:29])[CH2:27][CH2:26][CH2:25]1.C(=O)([O-])[O-].[K+].[K+]. (4) Given the product [F:21][C:22]([F:27])([F:26])[C:23]([O-:25])=[O:24].[CH3:19][S:16]([NH:15][C:12]1[CH:13]=[CH:14][C:9]([CH2:8][NH3+:7])=[CH:10][CH:11]=1)(=[O:18])=[O:17], predict the reactants needed to synthesize it. The reactants are: C(OC(=O)[NH:7][CH2:8][C:9]1[CH:14]=[CH:13][C:12]([NH:15][S:16]([CH3:19])(=[O:18])=[O:17])=[CH:11][CH:10]=1)(C)(C)C.[F:21][C:22]([F:27])([F:26])[C:23]([OH:25])=[O:24]. (5) The reactants are: [CH2:1]([C:3]1[N:4]=[C:5]([CH3:25])[NH:6][C:7](=[O:24])[C:8]=1[CH2:9][C:10]1[CH:15]=[CH:14][C:13]([C:16]2[C:17]([C:22]#[N:23])=[CH:18][CH:19]=[CH:20][CH:21]=2)=[CH:12][CH:11]=1)[CH3:2].[CH:26]([O:29][C:30]1[CH:35]=[CH:34][C:33](B(O)O)=[CH:32][CH:31]=1)([CH3:28])[CH3:27].C(N(CC)CC)C.N1C=CC=CC=1. Given the product [CH2:1]([C:3]1[N:4]=[C:5]([CH3:25])[N:6]([C:33]2[CH:34]=[CH:35][C:30]([O:29][CH:26]([CH3:28])[CH3:27])=[CH:31][CH:32]=2)[C:7](=[O:24])[C:8]=1[CH2:9][C:10]1[CH:15]=[CH:14][C:13]([C:16]2[C:17]([C:22]#[N:23])=[CH:18][CH:19]=[CH:20][CH:21]=2)=[CH:12][CH:11]=1)[CH3:2], predict the reactants needed to synthesize it.